Dataset: Full USPTO retrosynthesis dataset with 1.9M reactions from patents (1976-2016). Task: Predict the reactants needed to synthesize the given product. (1) Given the product [Br:9][C:10]1[N:15]=[N:14][C:13]([NH:16][C:7]([NH:6][C:4](=[O:5])[O:3][CH2:1][CH3:2])=[S:8])=[CH:12][CH:11]=1, predict the reactants needed to synthesize it. The reactants are: [CH2:1]([O:3][C:4]([N:6]=[C:7]=[S:8])=[O:5])[CH3:2].[Br:9][C:10]1[N:15]=[N:14][C:13]([NH2:16])=[CH:12][CH:11]=1. (2) Given the product [CH3:4][C:3]([C:6]1[CH:28]=[CH:27][C:9]([C:10]([NH:12][C:13]2[N:14]=[C:15]3[CH:20]=[CH:19][C:18]([N:21]4[CH:25]=[CH:24][N:23]=[CH:22]4)=[CH:17][N:16]3[CH:26]=2)=[O:11])=[CH:8][CH:7]=1)([CH3:5])[CH2:2][NH:1][S:37]([CH3:36])(=[O:39])=[O:38], predict the reactants needed to synthesize it. The reactants are: [NH2:1][CH2:2][C:3]([C:6]1[CH:28]=[CH:27][C:9]([C:10]([NH:12][C:13]2[N:14]=[C:15]3[CH:20]=[CH:19][C:18]([N:21]4[CH:25]=[CH:24][N:23]=[CH:22]4)=[CH:17][N:16]3[CH:26]=2)=[O:11])=[CH:8][CH:7]=1)([CH3:5])[CH3:4].C(N(CC)CC)C.[CH3:36][S:37](Cl)(=[O:39])=[O:38]. (3) Given the product [Cl:22][C:5]1[C:6]([C:8]2[CH:9]=[CH:10][CH:11]=[C:12]3[C:17]=2[CH:16]=[C:15]([C:18]([O:20][CH3:21])=[O:19])[CH:14]=[CH:13]3)=[CH:7][C:2]([CH:23]2[CH2:25][CH2:24]2)=[N:3][CH:4]=1, predict the reactants needed to synthesize it. The reactants are: Cl[C:2]1[CH:7]=[C:6]([C:8]2[CH:9]=[CH:10][CH:11]=[C:12]3[C:17]=2[CH:16]=[C:15]([C:18]([O:20][CH3:21])=[O:19])[CH:14]=[CH:13]3)[C:5]([Cl:22])=[CH:4][N:3]=1.[CH:23]1(OB(O)O)[CH2:25][CH2:24]1.[O-]P(OP(OP([O-])([O-])=O)([O-])=O)(=O)[O-].[K+].[K+].[K+].[K+].[K+].F[B-](F)(F)F.C1([PH+](C2CCCCC2)C2CCCCC2)CCCCC1. (4) Given the product [N+:13]([C:9]1[CH:10]=[CH:11][CH:12]=[C:7]([CH:20]=[C:21]([CH3:26])[CH3:22])[C:8]=1[C:16]#[N:17])([O-:15])=[O:14], predict the reactants needed to synthesize it. The reactants are: FC(F)(F)S(O[C:7]1[CH:12]=[CH:11][CH:10]=[C:9]([N+:13]([O-:15])=[O:14])[C:8]=1[C:16]#[N:17])(=O)=O.[CH3:20][C:21]([CH3:26])=[CH:22]B(O)O.C(=O)([O-])[O-].[Na+].[Na+]. (5) Given the product [CH3:12][OH:13].[CH3:1][S:2][C:3]1[N:4]=[CH:5][C:6]2[C:12](=[O:13])[CH2:11][CH:10]([C:14]([OH:16])=[O:15])[NH:9][C:7]=2[N:8]=1, predict the reactants needed to synthesize it. The reactants are: [CH3:1][S:2][C:3]1[N:4]=[CH:5][C:6]2[C:12](=[O:13])[CH2:11][CH:10]([C:14]([O:16]C(C)(C)C)=[O:15])[NH:9][C:7]=2[N:8]=1.C1(C)C=CC=CC=1. (6) Given the product [Br:1][C:2]1[CH:9]=[CH:8][C:5]([CH2:6][O:7][Si:19]([C:15]([CH3:18])([CH3:17])[CH3:16])([CH3:22])[CH3:21])=[CH:4][CH:3]=1, predict the reactants needed to synthesize it. The reactants are: [Br:1][C:2]1[CH:9]=[CH:8][C:5]([CH2:6][OH:7])=[CH:4][CH:3]=1.N1C=CN=C1.[C:15]([Si:19]([CH3:22])([CH3:21])Cl)([CH3:18])([CH3:17])[CH3:16].